Dataset: Full USPTO retrosynthesis dataset with 1.9M reactions from patents (1976-2016). Task: Predict the reactants needed to synthesize the given product. (1) The reactants are: [Cl:1][C:2]1[CH:22]=[C:21]([N:23]2[CH2:27][CH2:26][CH2:25][CH2:24]2)[CH:20]=[CH:19][C:3]=1[C:4]([NH:6][C:7]1[CH:12]=[CH:11][CH:10]=[CH:9][C:8]=1[CH:13]=[N:14][C@H:15]([CH3:18])[CH2:16][OH:17])=[O:5].[BH4-].[Na+]. Given the product [Cl:1][C:2]1[CH:22]=[C:21]([N:23]2[CH2:27][CH2:26][CH2:25][CH2:24]2)[CH:20]=[CH:19][C:3]=1[C:4]([NH:6][C:7]1[CH:12]=[CH:11][CH:10]=[CH:9][C:8]=1[CH2:13][NH:14][C@H:15]([CH3:18])[CH2:16][OH:17])=[O:5], predict the reactants needed to synthesize it. (2) Given the product [ClH:1].[O:2]1[C:11]2[CH:10]=[C:9]([CH2:12][NH:13][CH:14]3[CH2:19][CH2:18][N:17]([CH2:20][CH2:21][N:22]4[C:31]5[C:26](=[N:27][C:28]([CH3:33])=[C:29]([O:36][CH3:35])[CH:30]=5)[CH:25]=[CH:24][C:23]4=[O:34])[CH2:16][CH2:15]3)[N:8]=[CH:7][C:6]=2[O:5][CH2:4][CH2:3]1, predict the reactants needed to synthesize it. The reactants are: [ClH:1].[O:2]1[C:11]2[CH:10]=[C:9]([CH2:12][NH:13][CH:14]3[CH2:19][CH2:18][N:17]([CH2:20][CH2:21][N:22]4[C:31]5[C:26](=[N:27][C:28]([CH3:33])=[C:29](F)[CH:30]=5)[CH:25]=[CH:24][C:23]4=[O:34])[CH2:16][CH2:15]3)[N:8]=[CH:7][C:6]=2[O:5][CH2:4][CH2:3]1.[C:35](=O)([O-])[OH:36].[Na+]. (3) Given the product [C:1]([C:4]1[S:8][C:7]([C:9]2[CH:10]=[C:11]([Cl:31])[C:12]3[O:16][CH:15]([CH2:17][NH:18][C:19](=[O:29])[CH2:20][CH2:21][C:22]4[CH:23]=[N:24][C:25]([NH2:28])=[CH:26][CH:27]=4)[CH2:14][C:13]=3[CH:30]=2)=[CH:6][CH:5]=1)(=[O:3])[CH3:2], predict the reactants needed to synthesize it. The reactants are: [C:1]([C:4]1[S:8][C:7]([C:9]2[CH:10]=[C:11]([Cl:31])[C:12]3[O:16][CH:15]([CH2:17][NH:18][C:19](=[O:29])/[CH:20]=[CH:21]/[C:22]4[CH:23]=[N:24][C:25]([NH2:28])=[CH:26][CH:27]=4)[CH2:14][C:13]=3[CH:30]=2)=[CH:6][CH:5]=1)(=[O:3])[CH3:2].C([O-])([O-])=O.[K+].[K+].